This data is from Full USPTO retrosynthesis dataset with 1.9M reactions from patents (1976-2016). The task is: Predict the reactants needed to synthesize the given product. (1) The reactants are: [Cl:1][C:2]1[CH:10]=[CH:9][C:8]([CH:11]2[CH2:15][CH2:14][CH:13]=[CH:12]2)=[CH:7][C:3]=1[C:4]([NH2:6])=[O:5]. Given the product [Cl:1][C:2]1[CH:10]=[CH:9][C:8]([CH:11]2[CH2:12][CH2:13][CH2:14][CH2:15]2)=[CH:7][C:3]=1[C:4]([NH2:6])=[O:5], predict the reactants needed to synthesize it. (2) Given the product [Cl:7][C:8]1[CH:38]=[CH:37][C:11]([CH2:12][NH:13][C:14]([C:16]2[C:17](=[O:36])[C:18]3[CH:33]=[C:32]([CH2:34][N:46]([CH2:45][C@H:44]([C:40]4[O:39][CH:43]=[CH:42][CH:41]=4)[OH:48])[CH3:47])[S:31][C:19]=3[N:20]([CH2:22][CH2:23][O:24][CH:25]3[CH2:30][CH2:29][CH2:28][CH2:27][O:26]3)[CH:21]=2)=[O:15])=[CH:10][CH:9]=1, predict the reactants needed to synthesize it. The reactants are: C(=O)([O-])[O-].[Cs+].[Cs+].[Cl:7][C:8]1[CH:38]=[CH:37][C:11]([CH2:12][NH:13][C:14]([C:16]2[C:17](=[O:36])[C:18]3[CH:33]=[C:32]([CH2:34]Cl)[S:31][C:19]=3[N:20]([CH2:22][CH2:23][O:24][CH:25]3[CH2:30][CH2:29][CH2:28][CH2:27][O:26]3)[CH:21]=2)=[O:15])=[CH:10][CH:9]=1.[O:39]1[CH:43]=[CH:42][CH:41]=[C:40]1[C@H:44]([OH:48])[CH2:45][NH:46][CH3:47]. (3) Given the product [CH2:20]([O:27][C:28]([N:9]1[CH2:10][CH2:11][N:6]([S:3]([CH3:2])(=[O:4])=[O:5])[CH2:7][C@@H:8]1[C:12]([OH:14])=[O:13])=[O:29])[C:21]1[CH:26]=[CH:25][CH:24]=[CH:23][CH:22]=1, predict the reactants needed to synthesize it. The reactants are: Cl.[CH3:2][S:3]([N:6]1[CH2:11][CH2:10][NH:9][C@@H:8]([C:12]([OH:14])=[O:13])[CH2:7]1)(=[O:5])=[O:4].C([O-])(O)=O.[Na+].[CH2:20]([O:27][C:28](Cl)=[O:29])[C:21]1[CH:26]=[CH:25][CH:24]=[CH:23][CH:22]=1. (4) Given the product [C:1]([C:5]1[CH:23]=[CH:22][C:8]([C:9]([N:11]([C:32](=[O:33])[C:31]2[CH:35]=[CH:36][C:28]([C:24]([CH3:26])([CH3:25])[CH3:27])=[CH:29][CH:30]=2)[C:12]2[N:13]=[C:14]3[CH:19]=[CH:18][CH:17]=[C:16]([CH3:20])[N:15]3[CH:21]=2)=[O:10])=[CH:7][CH:6]=1)([CH3:4])([CH3:2])[CH3:3], predict the reactants needed to synthesize it. The reactants are: [C:1]([C:5]1[CH:23]=[CH:22][C:8]([C:9]([NH:11][C:12]2[N:13]=[C:14]3[CH:19]=[CH:18][CH:17]=[C:16]([CH3:20])[N:15]3[CH:21]=2)=[O:10])=[CH:7][CH:6]=1)([CH3:4])([CH3:3])[CH3:2].[C:24]([C:28]1[CH:36]=[CH:35][C:31]([C:32](Cl)=[O:33])=[CH:30][CH:29]=1)([CH3:27])([CH3:26])[CH3:25].C(N(CC)CC)C.C(=O)([O-])O.[Na+]. (5) Given the product [Si:1]([C:8]#[C:9][C:10]#[C:11][C:12]#[C:13][C:14]#[CH:15])([CH2:6][CH3:7])([CH2:4][CH3:5])[CH2:2][CH3:3].[Si:1]([C:8]#[C:9][C:10]#[C:11][C:12]#[C:13][C:14]#[C:15][C:16]#[C:17][C:18]#[C:19][C:20]#[C:21][C:22]#[C:23][Si:1]([CH2:6][CH3:7])([CH2:4][CH3:5])[CH2:2][CH3:3])([CH2:6][CH3:7])([CH2:4][CH3:5])[CH2:2][CH3:3], predict the reactants needed to synthesize it. The reactants are: [Si:1]([C:8]#[C:9][C:10]#[C:11][C:12]#[C:13][C:14]#[CH:15])([CH2:6][CH3:7])([CH2:4][CH3:5])[CH2:2][CH3:3].[CH:16]#[C:17][C:18]#[C:19][C:20]#[C:21][C:22]#[CH:23]. (6) Given the product [Cl:27][C:24]1[CH:23]=[CH:22][C:21]([C:18]([CH3:20])([CH3:19])[C:17](=[O:28])[CH2:16][O:1][C:2]2[CH:7]=[N:6][C:5]([CH3:8])=[CH:4][CH:3]=2)=[CH:26][CH:25]=1, predict the reactants needed to synthesize it. The reactants are: [OH:1][C:2]1[CH:3]=[CH:4][C:5]([CH3:8])=[N:6][CH:7]=1.C([O-])([O-])=O.[K+].[K+].Br[CH2:16][C:17](=[O:28])[C:18]([C:21]1[CH:26]=[CH:25][C:24]([Cl:27])=[CH:23][CH:22]=1)([CH3:20])[CH3:19]. (7) Given the product [CH3:7][CH2:8]/[CH:9]=[CH:10]\[CH2:11][CH:12]1[C:13](=[O:41])[CH2:14][CH2:15][CH:16]1[CH2:17][C:18]([O:20][CH3:21])=[O:19], predict the reactants needed to synthesize it. The reactants are: CCCCCC[CH2:7][CH2:8][CH2:9][CH2:10][CH2:11][CH2:12][CH2:13][CH2:14][CH2:15][CH2:16][CH2:17][C:18]([O:20][CH2:21]C(O)[C@H]1OC[C@H](O)[C@H]1O)=[O:19].CC(=CCCC(=CC=[O:41])C)C.C(N)COP(O)(O)=O. (8) Given the product [CH2:13]([N:10]1[C:6]2=[N:7][C:8]([CH3:9])=[C:3]([CH2:2][NH:1][C:29]([C:28]3[C:23]([CH3:22])=[N:24][C:25]([C:32]([F:35])([F:33])[F:34])=[CH:26][CH:27]=3)=[O:30])[C:4]([NH:15][CH:16]3[CH2:17][CH2:18][O:19][CH2:20][CH2:21]3)=[C:5]2[CH:12]=[N:11]1)[CH3:14], predict the reactants needed to synthesize it. The reactants are: [NH2:1][CH2:2][C:3]1[C:8]([CH3:9])=[N:7][C:6]2[N:10]([CH2:13][CH3:14])[N:11]=[CH:12][C:5]=2[C:4]=1[NH:15][CH:16]1[CH2:21][CH2:20][O:19][CH2:18][CH2:17]1.[CH3:22][C:23]1[C:28]([C:29](O)=[O:30])=[CH:27][CH:26]=[C:25]([C:32]([F:35])([F:34])[F:33])[N:24]=1. (9) Given the product [CH2:1]([O:3][C:4]([C:6]1[CH:7]=[CH:8][C:9]([N:12]2[CH2:17][CH2:16][CH:15]([NH:18][C:31]([N:28]3[CH:27]=[CH:26][N:30]=[CH:29]3)=[O:32])[CH2:14][CH2:13]2)=[N:10][CH:11]=1)=[O:5])[CH3:2], predict the reactants needed to synthesize it. The reactants are: [CH2:1]([O:3][C:4]([C:6]1[CH:7]=[CH:8][C:9]([N:12]2[CH2:17][CH2:16][CH:15]([NH2:18])[CH2:14][CH2:13]2)=[N:10][CH:11]=1)=[O:5])[CH3:2].C(N(CC)CC)C.[CH:26]1[N:30]=[CH:29][N:28]([C:31](N2C=NC=C2)=[O:32])[CH:27]=1. (10) Given the product [F:1][CH2:2][CH2:3][N:4]1[CH:8]=[C:7]([C:9]2[CH:10]=[CH:11][N:12]=[CH:13][CH:14]=2)[C:6]([C:15]2[CH:20]=[CH:19][C:18]([O:21][CH2:33][C:34]3[CH:43]=[CH:42][C:41]4[C:36](=[CH:37][CH:38]=[CH:39][N:40]=4)[N:35]=3)=[CH:17][CH:16]=2)=[N:5]1, predict the reactants needed to synthesize it. The reactants are: [F:1][CH2:2][CH2:3][N:4]1[CH:8]=[C:7]([C:9]2[CH:14]=[CH:13][N:12]=[CH:11][CH:10]=2)[C:6]([C:15]2[CH:20]=[CH:19][C:18]([OH:21])=[CH:17][CH:16]=2)=[N:5]1.C[Si]([N-][Si](C)(C)C)(C)C.[Na+].Cl[CH2:33][C:34]1[CH:43]=[CH:42][C:41]2[C:36](=[CH:37][CH:38]=[CH:39][N:40]=2)[N:35]=1.